Dataset: Full USPTO retrosynthesis dataset with 1.9M reactions from patents (1976-2016). Task: Predict the reactants needed to synthesize the given product. (1) Given the product [C:18]([C:13]1[CH:14]=[CH:15][CH:16]=[CH:17][C:12]=1[S:11][C:8]1[CH:9]=[CH:10][C:5]([C:4]([OH:25])=[O:3])=[CH:6][C:7]=1[N+:22]([O-:24])=[O:23])([OH:20])=[O:19], predict the reactants needed to synthesize it. The reactants are: C([O:3][C:4](=[O:25])[C:5]1[CH:10]=[CH:9][C:8]([S:11][C:12]2[CH:17]=[CH:16][CH:15]=[CH:14][C:13]=2[C:18]([O:20]C)=[O:19])=[C:7]([N+:22]([O-:24])=[O:23])[CH:6]=1)C.[Li+].[OH-]. (2) Given the product [CH2:14]([O:21][P:22]([CH2:32][CH2:33][CH2:34][CH2:35][CH2:36][CH2:37][CH2:38][CH2:39][C@@H:7]1[C:6]([O:9][CH3:10])=[N:5][C@@H:4]([CH:11]([CH3:13])[CH3:12])[C:3]([O:2][CH3:1])=[N:8]1)([O:23][CH2:24][C:25]1[CH:30]=[CH:29][CH:28]=[CH:27][CH:26]=1)=[O:31])[C:15]1[CH:16]=[CH:17][CH:18]=[CH:19][CH:20]=1, predict the reactants needed to synthesize it. The reactants are: [CH3:1][O:2][C:3]1[C@H:4]([CH:11]([CH3:13])[CH3:12])[N:5]=[C:6]([O:9][CH3:10])[CH2:7][N:8]=1.[CH2:14]([O:21][P:22]([CH2:32][CH2:33][CH2:34][CH2:35][CH2:36][CH2:37][CH2:38][CH2:39]Br)(=[O:31])[O:23][CH2:24][C:25]1[CH:30]=[CH:29][CH:28]=[CH:27][CH:26]=1)[C:15]1[CH:20]=[CH:19][CH:18]=[CH:17][CH:16]=1. (3) Given the product [Cl:31][C:32]1[CH:37]=[CH:36][C:35]([CH2:38][NH:39][C:14]([CH:11]2[CH2:10][CH2:9][N:8]([C:6]([O:5][C:1]([CH3:2])([CH3:3])[CH3:4])=[O:7])[CH2:13][CH2:12]2)=[O:16])=[C:34]([O:40][CH3:41])[CH:33]=1, predict the reactants needed to synthesize it. The reactants are: [C:1]([O:5][C:6]([N:8]1[CH2:13][CH2:12][CH:11]([C:14]([OH:16])=O)[CH2:10][CH2:9]1)=[O:7])([CH3:4])([CH3:3])[CH3:2].C1C=NC2N(O)N=NC=2C=1.C(Cl)CCl.[Cl:31][C:32]1[CH:37]=[CH:36][C:35]([CH2:38][NH2:39])=[C:34]([O:40][CH3:41])[CH:33]=1. (4) Given the product [CH:8]1([CH2:11][CH2:12][NH:13][C:14]([C:16]2[CH:17]=[N:18][C:19]([N:22]3[CH2:29][C:28]4[CH2:27][N:26]([C:34](=[O:35])[C:33]5[CH:37]=[CH:38][CH:39]=[CH:40][C:32]=5[C:31]([F:30])([F:41])[F:42])[CH2:25][C:24]=4[CH2:23]3)=[N:20][CH:21]=2)=[O:15])[CH2:10][CH2:9]1, predict the reactants needed to synthesize it. The reactants are: FC(F)(F)C(O)=O.[CH:8]1([CH2:11][CH2:12][NH:13][C:14]([C:16]2[CH:17]=[N:18][C:19]([N:22]3[CH2:29][C:28]4[CH2:27][NH:26][CH2:25][C:24]=4[CH2:23]3)=[N:20][CH:21]=2)=[O:15])[CH2:10][CH2:9]1.[F:30][C:31]([F:42])([F:41])[C:32]1[CH:40]=[CH:39][CH:38]=[CH:37][C:33]=1[C:34](Cl)=[O:35]. (5) Given the product [NH2:8][CH2:7][C:9]1[CH:14]=[CH:13][C:12]([CH2:15][OH:16])=[CH:11][C:10]=1[CH2:19][OH:20], predict the reactants needed to synthesize it. The reactants are: [H-].[Al+3].[Li+].[H-].[H-].[H-].[C:7]([C:9]1[CH:14]=[CH:13][C:12]([C:15](OC)=[O:16])=[CH:11][C:10]=1[C:19](OC)=[O:20])#[N:8].CO.O. (6) The reactants are: [Br:1][C:2]1[CH:3]=[C:4]([CH:17]=[CH:18][CH:19]=1)[NH:5][C:6]1[C:7]2[CH:15]=[CH:14][C:13](F)=[N:12][C:8]=2[N:9]=[CH:10][N:11]=1.[CH3:20][O-:21].[Na+].O. Given the product [Br:1][C:2]1[CH:3]=[C:4]([CH:17]=[CH:18][CH:19]=1)[NH:5][C:6]1[C:7]2[CH:15]=[CH:14][C:13]([O:21][CH3:20])=[N:12][C:8]=2[N:9]=[CH:10][N:11]=1, predict the reactants needed to synthesize it.